Dataset: Full USPTO retrosynthesis dataset with 1.9M reactions from patents (1976-2016). Task: Predict the reactants needed to synthesize the given product. (1) Given the product [C:21]([N:17]1[CH2:16][CH2:15][C:14]2[C:19](=[CH:20][C:11]([C:9]([NH:8][O:7][CH:2]3[CH2:3][CH2:4][CH2:5][CH2:6][O:1]3)=[O:10])=[CH:12][CH:13]=2)[CH2:18]1)(=[O:25])[C:22]#[C:23][CH3:24], predict the reactants needed to synthesize it. The reactants are: [O:1]1[CH2:6][CH2:5][CH2:4][CH2:3][CH:2]1[O:7][NH:8][C:9]([C:11]1[CH:20]=[C:19]2[C:14]([CH2:15][CH2:16][NH:17][CH2:18]2)=[CH:13][CH:12]=1)=[O:10].[C:21](O)(=[O:25])[C:22]#[C:23][CH3:24].C1C=CC2N(O)N=NC=2C=1.C(Cl)CCl. (2) Given the product [Cl:1][C:2]1[C:3]([CH:4]([OH:5])[C:24]2[C:23](=[O:28])[CH2:27][CH2:26][CH:25]=2)=[CH:6][C:7]([C:10]2[CH:15]=[CH:14][C:13]([O:16][CH3:17])=[CH:12][CH:11]=2)=[CH:8][N:9]=1, predict the reactants needed to synthesize it. The reactants are: [Cl:1][C:2]1[N:9]=[CH:8][C:7]([C:10]2[CH:15]=[CH:14][C:13]([O:16][CH3:17])=[CH:12][CH:11]=2)=[CH:6][C:3]=1[CH:4]=[O:5].N1C=CN=C1.[C:23]1(=[O:28])[CH2:27][CH2:26][CH:25]=[CH:24]1. (3) Given the product [Cl:1][C:2]1[CH:7]=[C:6]([OH:8])[CH:5]=[CH:4][C:3]=1[CH:10]([CH3:27])[C:11]([C:17]1[CH:18]=[C:19]([CH3:26])[C:20]([C:21]#[N:22])=[C:23]([CH3:25])[CH:24]=1)([OH:16])[C:12]([F:15])([F:13])[F:14], predict the reactants needed to synthesize it. The reactants are: [Cl:1][C:2]1[CH:7]=[C:6]([O:8]C)[CH:5]=[CH:4][C:3]=1[CH:10]([CH3:27])[C:11]([C:17]1[CH:24]=[C:23]([CH3:25])[C:20]([C:21]#[N:22])=[C:19]([CH3:26])[CH:18]=1)([OH:16])[C:12]([F:15])([F:14])[F:13].B(Br)(Br)Br. (4) Given the product [C:41]([O:45][C:46]([N:48]1[CH2:53][CH2:52][N:51]([C:54](=[O:63])[CH2:55][C:56]2[CH:57]=[CH:58][CH:59]=[C:60]([N:27]3[C:17]4[N:18]=[C:19]([N:21]5[CH2:26][CH2:25][O:24][CH2:23][CH2:22]5)[N:20]=[C:15]([C:12]5[CH:11]=[N:10][C:9]([N:8]([CH2:7][C:6]6[CH:5]=[CH:4][C:3]([O:2][CH3:1])=[CH:40][CH:39]=6)[CH2:30][C:31]6[CH:32]=[CH:33][C:34]([O:37][CH3:38])=[CH:35][CH:36]=6)=[N:14][CH:13]=5)[C:16]=4[CH2:29][CH2:28]3)[CH:61]=2)[CH2:50][CH2:49]1)=[O:47])([CH3:44])([CH3:42])[CH3:43], predict the reactants needed to synthesize it. The reactants are: [CH3:1][O:2][C:3]1[CH:40]=[CH:39][C:6]([CH2:7][N:8]([CH2:30][C:31]2[CH:36]=[CH:35][C:34]([O:37][CH3:38])=[CH:33][CH:32]=2)[C:9]2[N:14]=[CH:13][C:12]([C:15]3[C:16]4[CH2:29][CH2:28][NH:27][C:17]=4[N:18]=[C:19]([N:21]4[CH2:26][CH2:25][O:24][CH2:23][CH2:22]4)[N:20]=3)=[CH:11][N:10]=2)=[CH:5][CH:4]=1.[C:41]([O:45][C:46]([N:48]1[CH2:53][CH2:52][N:51]([C:54](=[O:63])[CH2:55][C:56]2[CH:61]=[CH:60][CH:59]=[C:58](Br)[CH:57]=2)[CH2:50][CH2:49]1)=[O:47])([CH3:44])([CH3:43])[CH3:42]. (5) Given the product [C:15]([O:19][C:20](=[O:21])[NH:22][CH:23]([CH2:27][C:28]1[CH:33]=[CH:32][C:31]([O:34][CH3:35])=[CH:30][C:29]=1[OH:36])[C:24]([N:51]1[CH2:50][C:49]([O:48][CH2:44][CH2:45][CH2:46][CH3:47])([C:53]2[CH:58]=[CH:57][CH:56]=[CH:55][C:54]=2[CH3:59])[CH2:52]1)=[O:26])([CH3:16])([CH3:17])[CH3:18], predict the reactants needed to synthesize it. The reactants are: C(Cl)CCl.C1C=CC2N(O)N=NC=2C=1.[C:15]([O:19][C:20]([NH:22][CH:23]([CH2:27][C:28]1[CH:33]=[CH:32][C:31]([O:34][CH3:35])=[CH:30][C:29]=1[OH:36])[C:24]([OH:26])=O)=[O:21])([CH3:18])([CH3:17])[CH3:16].FC(F)(F)C(O)=O.[CH2:44]([O:48][C:49]1([C:53]2[CH:58]=[CH:57][CH:56]=[CH:55][C:54]=2[CH3:59])[CH2:52][NH:51][CH2:50]1)[CH2:45][CH2:46][CH3:47].C(N(C(C)C)CC)(C)C.Cl. (6) Given the product [Cl:1][C:2]1[CH:31]=[C:30]([Cl:32])[CH:29]=[CH:28][C:3]=1[O:4][C:5]1[CH:10]=[CH:9][CH:8]=[CH:7][C:6]=1[NH:11][S:12]([C:15]1[CH:16]=[CH:17][C:18]([C:19]([NH:21][CH2:22][C:23](=[O:24])[NH:38][CH2:37][CH2:36][CH2:35][N:34]([CH3:39])[CH3:33])=[O:20])=[CH:26][CH:27]=1)(=[O:14])=[O:13], predict the reactants needed to synthesize it. The reactants are: [Cl:1][C:2]1[CH:31]=[C:30]([Cl:32])[CH:29]=[CH:28][C:3]=1[O:4][C:5]1[CH:10]=[CH:9][CH:8]=[CH:7][C:6]=1[NH:11][S:12]([C:15]1[CH:27]=[CH:26][C:18]([C:19]([NH:21][CH2:22][C:23](O)=[O:24])=[O:20])=[CH:17][CH:16]=1)(=[O:14])=[O:13].[CH3:33][N:34]([CH3:39])[CH2:35][CH2:36][CH2:37][NH2:38].